From a dataset of Reaction yield outcomes from USPTO patents with 853,638 reactions. Predict the reaction yield, written as a fraction of the theoretical maximum amount of product (1.0 means a 100% yield; for example, 0.34 means a 34% yield). (1) The reactants are [OH:1][CH2:2][CH2:3][NH:4][CH:5]1[C:13]2[C:8](=[C:9]([C:14]3[N:18]=[C:17]([C:19]4[CH:20]=[CH:21][C:22]([O:27]C(C)C)=[C:23]([CH:26]=4)[C:24]#[N:25])[O:16][N:15]=3)[CH:10]=[CH:11][CH:12]=2)[CH2:7][CH2:6]1.B(Cl)(Cl)Cl. The catalyst is ClCCCl. The product is [OH:27][C:22]1[CH:21]=[CH:20][C:19]([C:17]2[O:16][N:15]=[C:14]([C:9]3[CH:10]=[CH:11][CH:12]=[C:13]4[C:8]=3[CH2:7][CH2:6][CH:5]4[NH:4][CH2:3][CH2:2][OH:1])[N:18]=2)=[CH:26][C:23]=1[C:24]#[N:25]. The yield is 0.670. (2) The reactants are Cl[C:2]1[CH:9]=[CH:8][C:5]([C:6]#[N:7])=[C:4]([O:10][CH2:11][CH2:12]C)[N:3]=1.[B:14]1([OH:24])[C:18]2[CH:19]=[CH:20][C:21]([OH:23])=[CH:22][C:17]=2[CH2:16][O:15]1.[C:25](=O)([O-])[O-].[K+].[K+]. The catalyst is CN(C=O)C. The product is [OH:24][B:14]1[C:18]2[CH:19]=[CH:20][C:21]([O:23][C:2]3[CH:9]=[CH:8][C:5]([C:6]#[N:7])=[C:4]([O:10][CH:11]([CH3:12])[CH3:25])[N:3]=3)=[CH:22][C:17]=2[CH2:16][O:15]1. The yield is 0.260.